The task is: Predict the reaction yield, written as a fraction of the theoretical maximum amount of product (1.0 means a 100% yield; for example, 0.34 means a 34% yield).. This data is from Reaction yield outcomes from USPTO patents with 853,638 reactions. (1) The reactants are [CH3:1][O-:2].[Na+].Cl[C:5]1[C:14]([N+:15]([O-:17])=[O:16])=[CH:13][C:8]([C:9]([O:11][CH3:12])=[O:10])=[CH:7][N:6]=1. The catalyst is CO. The product is [CH3:1][O:2][C:5]1[C:14]([N+:15]([O-:17])=[O:16])=[CH:13][C:8]([C:9]([O:11][CH3:12])=[O:10])=[CH:7][N:6]=1. The yield is 0.950. (2) No catalyst specified. The reactants are [C:1]([C:3]1[CH:8]=[CH:7][N+:6]([O-])=[C:5]([C:10]2[CH:11]=[N:12][N:13]([CH2:15][CH3:16])[CH:14]=2)[C:4]=1[C:17]([O:19][CH3:20])=[O:18])#[N:2].O=P(Cl)(Cl)[Cl:23]. The yield is 0.900. The product is [Cl:23][C:7]1[CH:8]=[C:3]([C:1]#[N:2])[C:4]([C:17]([O:19][CH3:20])=[O:18])=[C:5]([C:10]2[CH:11]=[N:12][N:13]([CH2:15][CH3:16])[CH:14]=2)[N:6]=1. (3) The reactants are C(OC(=O)[NH:7][C:8]([CH3:38])([CH2:35][CH2:36][CH3:37])[CH2:9][NH:10][C:11]([C:13]1[C:14]([CH3:34])=[N:15][N:16]2[C:21]([O:22][CH2:23][C:24]3[C:29]([F:30])=[CH:28][CH:27]=[CH:26][C:25]=3[F:31])=[CH:20][C:19]([O:32][CH3:33])=[CH:18][C:17]=12)=[O:12])(C)(C)C.FC(F)(F)C(O)=O. The catalyst is ClCCl. The product is [NH2:7][C:8]([CH3:38])([CH2:35][CH2:36][CH3:37])[CH2:9][NH:10][C:11]([C:13]1[C:14]([CH3:34])=[N:15][N:16]2[C:21]([O:22][CH2:23][C:24]3[C:25]([F:31])=[CH:26][CH:27]=[CH:28][C:29]=3[F:30])=[CH:20][C:19]([O:32][CH3:33])=[CH:18][C:17]=12)=[O:12]. The yield is 0.530. (4) The reactants are [C:1]([O:5][C:6]([NH:8][CH:9]([CH3:13])[C:10]([OH:12])=O)=[O:7])([CH3:4])([CH3:3])[CH3:2].C1C=CC2N(O)N=NC=2C=1.CN1C(=O)CCC1.CCN=C=NCCCN(C)C.[NH:42]1[CH2:47][CH2:46][S:45][CH2:44][CH2:43]1. The catalyst is C(Cl)Cl. The product is [C:1]([O:5][C:6](=[O:7])[NH:8][CH:9]([CH3:13])[C:10](=[O:12])[N:42]1[CH2:47][CH2:46][S:45][CH2:44][CH2:43]1)([CH3:2])([CH3:3])[CH3:4]. The yield is 0.980. (5) The reactants are C[O:2][C:3]([CH:5]1[O:9][C:8](=[O:10])[N:7]([C:11]2[CH:12]=[C:13]3[C:18](=[CH:19][CH:20]=2)[N:17]([CH3:21])[C:16](=[O:22])[CH2:15][CH2:14]3)[CH2:6]1)=O.[CH3:23][NH2:24]. The catalyst is CO. The product is [CH3:23][NH:24][C:3]([C@@H:5]1[O:9][C:8](=[O:10])[N:7]([C:11]2[CH:12]=[C:13]3[C:18](=[CH:19][CH:20]=2)[N:17]([CH3:21])[C:16](=[O:22])[CH2:15][CH2:14]3)[CH2:6]1)=[O:2]. The yield is 0.800. (6) The reactants are [NH2:1][C@@H:2]([C:4](O)=[O:5])[CH3:3].[H-].[H-].[H-].[H-].[Li+].[Al+3].C1COCC1.[CH3:30][C:29]([O:28][C:26](O[C:26]([O:28][C:29]([CH3:32])([CH3:31])[CH3:30])=[O:27])=[O:27])([CH3:32])[CH3:31]. The catalyst is C(Cl)Cl. The product is [C:26]([C@@H:4]([OH:5])[CH:2]([NH2:1])[CH3:3])([O:28][C:29]([CH3:30])([CH3:31])[CH3:32])=[O:27]. The yield is 0.630.